Predict which catalyst facilitates the given reaction. From a dataset of Catalyst prediction with 721,799 reactions and 888 catalyst types from USPTO. (1) Reactant: Cl.[F:2][C:3]1[CH:17]=[CH:16][C:6]2[C:7]([CH:10]3[CH2:15][CH2:14][NH:13][CH2:12][CH2:11]3)=[N:8][O:9][C:5]=2[CH:4]=1.Cl[CH2:19][CH2:20][C:21]1[C:26](=[O:27])[N:25]2[CH2:28][CH2:29][CH2:30][CH2:31][C:24]2=[N:23][C:22]=1[CH3:32].C(=O)([O-])[O-].C(=O)([O-])[O-].[Na+].[Na+].C(=O)([O-])[O-].[K+].[K+]. Product: [F:2][C:3]1[CH:17]=[CH:16][C:6]2[C:7]([CH:10]3[CH2:11][CH2:12][N:13]([CH2:19][CH2:20][C:21]4[C:26](=[O:27])[N:25]5[CH2:28][CH2:29][CH2:30][CH2:31][C:24]5=[N:23][C:22]=4[CH3:32])[CH2:14][CH2:15]3)=[N:8][O:9][C:5]=2[CH:4]=1. The catalyst class is: 6. (2) Reactant: Cl[C:2]1[C:3]2[C:4]3[C:5](=[N:13][N:14](C(C4C=CC=CC=4)(C4C=CC=CC=4)C4C=CC=CC=4)[CH:15]=3)[C:6](=[O:12])[NH:7][C:8]=2[N:9]=[CH:10][CH:11]=1.[NH2:35][C:36]1[CH:41]=[CH:40][C:39]([NH:42][C:43](=[O:50])[C:44]2[CH:49]=[CH:48][CH:47]=[CH:46][CH:45]=2)=[CH:38][CH:37]=1.Cl.O1CCOCC1. Product: [O:12]=[C:6]1[C:5]2=[N:13][NH:14][CH:15]=[C:4]2[C:3]2[C:2]([NH:35][C:36]3[CH:41]=[CH:40][C:39]([NH:42][C:43](=[O:50])[C:44]4[CH:49]=[CH:48][CH:47]=[CH:46][CH:45]=4)=[CH:38][CH:37]=3)=[CH:11][CH:10]=[N:9][C:8]=2[NH:7]1. The catalyst class is: 37. (3) The catalyst class is: 471. Product: [I:13][C:14]1[CH:19]=[CH:18][C:17]([N:3]2[CH2:6][CH:5]([N:7]3[CH2:12][CH2:11][O:10][CH2:9][CH2:8]3)[CH2:4]2)=[CH:16][CH:15]=1. Reactant: Cl.Cl.[NH:3]1[CH2:6][CH:5]([N:7]2[CH2:12][CH2:11][O:10][CH2:9][CH2:8]2)[CH2:4]1.[I:13][C:14]1[CH:19]=[CH:18][C:17](I)=[CH:16][CH:15]=1.[O-]P([O-])([O-])=O.[K+].[K+].[K+].C1C=CC2C(C3C(O)=CC=C4C=3C=CC=C4)=C(O)C=CC=2C=1. (4) Reactant: [NH2:1][C:2]1[C:7]([F:8])=[CH:6][CH:5]=[CH:4][C:3]=1[OH:9].CCO[C:13]([S-])=[S:14].[K+]. Product: [F:8][C:7]1[C:2]2[N:1]=[C:13]([SH:14])[O:9][C:3]=2[CH:4]=[CH:5][CH:6]=1. The catalyst class is: 5. (5) Reactant: [CH3:1][O:2][C:3](=[O:15])[C:4]1[CH:9]=[C:8]([C:10]([F:13])([F:12])[F:11])[CH:7]=[C:6]([SH:14])[CH:5]=1.C(N(CC)C(C)C)(C)C.Br[CH2:26][CH2:27][CH2:28][C:29]([O:31][C:32]([CH3:35])([CH3:34])[CH3:33])=[O:30].C(OCC)(=O)C. Product: [CH3:1][O:2][C:3](=[O:15])[C:4]1[CH:9]=[C:8]([C:10]([F:12])([F:13])[F:11])[CH:7]=[C:6]([S:14][CH2:26][CH2:27][CH2:28][C:29]([O:31][C:32]([CH3:35])([CH3:34])[CH3:33])=[O:30])[CH:5]=1. The catalyst class is: 10. (6) Reactant: [C:1]([O:5][C:6]([NH:8][C@H:9]1[CH2:13][C@@:12]([CH2:17][CH3:18])([C:14]([OH:16])=[O:15])[CH:11]=[CH:10]1)=[O:7])([CH3:4])([CH3:3])[CH3:2]. Product: [C:1]([O:5][C:6]([NH:8][C@@H:9]1[CH2:10][CH2:11][C@:12]([CH2:17][CH3:18])([C:14]([OH:16])=[O:15])[CH2:13]1)=[O:7])([CH3:4])([CH3:3])[CH3:2]. The catalyst class is: 29.